This data is from Reaction yield outcomes from USPTO patents with 853,638 reactions. The task is: Predict the reaction yield, written as a fraction of the theoretical maximum amount of product (1.0 means a 100% yield; for example, 0.34 means a 34% yield). (1) The reactants are [CH3:1][C:2]1[O:6][N:5]=[C:4]([C:7]2[CH:12]=[CH:11][CH:10]=[CH:9][CH:8]=2)[C:3]=1[CH2:13][O:14][C:15]1[CH:23]=[CH:22][C:18]([C:19]([OH:21])=O)=[CH:17][N:16]=1.F[B-](F)(F)F.N1(OC(N(C)C)=[N+](C)C)C2C=CC=CC=2N=N1.C(N(CC)C(C)C)(C)C.Cl.[CH2:56]([O:58][C:59](=[O:68])[CH2:60][N:61]1[CH2:66][CH2:65][CH2:64][CH:63]([NH2:67])[CH2:62]1)[CH3:57]. The catalyst is CN(C=O)C. The product is [CH2:56]([O:58][C:59](=[O:68])[CH2:60][N:61]1[CH2:66][CH2:65][CH2:64][CH:63]([NH:67][C:19]([C:18]2[CH:17]=[N:16][C:15]([O:14][CH2:13][C:3]3[C:4]([C:7]4[CH:8]=[CH:9][CH:10]=[CH:11][CH:12]=4)=[N:5][O:6][C:2]=3[CH3:1])=[CH:23][CH:22]=2)=[O:21])[CH2:62]1)[CH3:57]. The yield is 0.810. (2) The product is [O:1]1[CH2:6][CH2:5][CH2:4][CH2:3][CH:2]1[O:7][C@@H:8]([OH:14])[CH2:9][CH2:10][CH2:11][CH2:12][CH3:13]. The reactants are [O:1]1[CH2:6][CH2:5][CH2:4][CH2:3][CH:2]1[O:7][C@@H:8]([OH:14])/[CH:9]=[CH:10]/[CH2:11][CH2:12][CH3:13].[H][H]. The catalyst is C(O)C.[Pd]. The yield is 0.280. (3) The reactants are [Cl:1][C:2]1[CH:7]=[C:6]([Cl:8])[CH:5]=[CH:4][C:3]=1[C:9]1[C:14]([CH2:15][OH:16])=[C:13]([CH3:17])[N:12]=[C:11]([C:18]2[CH:23]=[CH:22][CH:21]=[CH:20][CH:19]=2)[N:10]=1.CC(OI1(OC(C)=O)(OC(C)=O)OC(=O)C2C=CC=CC1=2)=O. The catalyst is C(Cl)Cl.CCOC(C)=O. The product is [Cl:1][C:2]1[CH:7]=[C:6]([Cl:8])[CH:5]=[CH:4][C:3]=1[C:9]1[C:14]([CH:15]=[O:16])=[C:13]([CH3:17])[N:12]=[C:11]([C:18]2[CH:19]=[CH:20][CH:21]=[CH:22][CH:23]=2)[N:10]=1. The yield is 0.910. (4) The reactants are [NH2:1][C@@H:2]([CH:34]([CH3:36])[CH3:35])[C:3]([N:5]1[CH2:10][CH2:9][N:8]([C:11]([O:13][CH2:14][C:15]2[CH:20]=[CH:19][CH:18]=[CH:17][CH:16]=2)=[O:12])[CH2:7][C@H:6]1[C:21]([NH:23][C@H:24]1[C:33]2[C:28](=[CH:29][CH:30]=[CH:31][CH:32]=2)[CH2:27][CH2:26][CH2:25]1)=[O:22])=[O:4].[C:37]([N:44]([CH3:50])[C@H:45]([C:47](O)=[O:48])[CH3:46])([O:39][C:40]([CH3:43])([CH3:42])[CH3:41])=[O:38].CCN(C(C)C)C(C)C.CN(C(ON1N=NC2C=CC=CC1=2)=[N+](C)C)C.F[P-](F)(F)(F)(F)F.C1C=CC2N(O)N=NC=2C=1. The catalyst is CN(C=O)C. The product is [C:40]([O:39][C:37]([N:44]([CH3:50])[C@@H:45]([CH3:46])[C:47]([NH:1][C@@H:2]([CH:34]([CH3:36])[CH3:35])[C:3]([N:5]1[CH2:10][CH2:9][N:8]([C:11]([O:13][CH2:14][C:15]2[CH:20]=[CH:19][CH:18]=[CH:17][CH:16]=2)=[O:12])[CH2:7][C@H:6]1[C:21]([NH:23][C@H:24]1[C:33]2[C:28](=[CH:29][CH:30]=[CH:31][CH:32]=2)[CH2:27][CH2:26][CH2:25]1)=[O:22])=[O:4])=[O:48])=[O:38])([CH3:43])([CH3:42])[CH3:41]. The yield is 0.890.